Dataset: Full USPTO retrosynthesis dataset with 1.9M reactions from patents (1976-2016). Task: Predict the reactants needed to synthesize the given product. (1) Given the product [O:15]=[C:13]1[N:12]=[C:11]([NH:16][CH2:17][C:18]#[CH:19])/[C:10](=[CH:9]/[CH:6]2[CH2:7][CH2:8][N:3]([CH2:27][C:28]3[C:37]4[C:32](=[CH:33][CH:34]=[CH:35][CH:36]=4)[C:31]([C:38]#[N:39])=[CH:30][CH:29]=3)[CH2:4][CH2:5]2)/[S:14]1, predict the reactants needed to synthesize it. The reactants are: Cl.Cl.[NH:3]1[CH2:8][CH2:7][CH:6](/[CH:9]=[C:10]2/[C:11]([NH:16][CH2:17][C:18]#[CH:19])=[N:12][C:13](=[O:15])[S:14]/2)[CH2:5][CH2:4]1.C(=O)([O-])[O-].[K+].[K+].Br[CH2:27][C:28]1[C:37]2[C:32](=[CH:33][CH:34]=[CH:35][CH:36]=2)[C:31]([C:38]#[N:39])=[CH:30][CH:29]=1.O. (2) Given the product [CH2:22]([NH:29][C:30]([N:14]1[CH2:15][CH2:16][C:11]2[C:10](=[O:17])[O:9][C:8]([C:4]3[CH:5]=[CH:6][CH:7]=[C:2]([Cl:1])[CH:3]=3)([CH2:18][CH:19]([CH3:21])[CH3:20])[C:12]=2[CH2:13]1)=[O:31])[C:23]1[CH:28]=[CH:27][CH:26]=[CH:25][CH:24]=1, predict the reactants needed to synthesize it. The reactants are: [Cl:1][C:2]1[CH:3]=[C:4]([C:8]2([CH2:18][CH:19]([CH3:21])[CH3:20])[C:12]3[CH2:13][NH:14][CH2:15][CH2:16][C:11]=3[C:10](=[O:17])[O:9]2)[CH:5]=[CH:6][CH:7]=1.[CH2:22]([N:29]=[C:30]=[O:31])[C:23]1[CH:28]=[CH:27][CH:26]=[CH:25][CH:24]=1. (3) Given the product [Br:14][CH:9]([C:3]1[CH:4]=[CH:5][CH:6]=[C:7]([F:8])[C:2]=1[F:1])[CH2:10][CH3:11], predict the reactants needed to synthesize it. The reactants are: [F:1][C:2]1[C:7]([F:8])=[CH:6][CH:5]=[CH:4][C:3]=1[CH:9](O)[CH2:10][CH3:11].P(Br)(Br)[Br:14]. (4) Given the product [CH:33]([C:20]1[CH:21]=[CH:22][C:17]([NH:16][C:3]2[C:2]([F:1])=[C:14]([F:15])[CH:13]=[CH:12][C:4]=2[C:5]([NH:7][O:8][CH2:9][CH2:10][OH:11])=[O:6])=[C:18]([F:24])[CH:19]=1)=[CH2:36], predict the reactants needed to synthesize it. The reactants are: [F:1][C:2]1[C:3]([NH:16][C:17]2[CH:22]=[CH:21][C:20](I)=[CH:19][C:18]=2[F:24])=[C:4]([CH:12]=[CH:13][C:14]=1[F:15])[C:5]([NH:7][O:8][CH2:9][CH2:10][OH:11])=[O:6].C([O-])([O-])=O.[K+].[K+].O.[B].[CH2:33]([CH2:36]OC)OC. (5) Given the product [C:1]([O:4][C@H:5]1[C@H:10]([O:11][C:12](=[O:14])[CH3:13])[C@@H:9]([O:15][C:16](=[O:18])[CH3:17])[C@H:8]([C:19]2[CH:24]=[CH:23][C:22]([Cl:25])=[C:21]([CH2:26][C:27]3[CH:32]=[CH:31][C:30]([OH:33])=[C:29]([NH2:34])[CH:28]=3)[CH:20]=2)[O:7][C@@H:6]1[CH2:37][O:38][C:39](=[O:41])[CH3:40])(=[O:3])[CH3:2], predict the reactants needed to synthesize it. The reactants are: [C:1]([O:4][C@H:5]1[C@H:10]([O:11][C:12](=[O:14])[CH3:13])[C@@H:9]([O:15][C:16](=[O:18])[CH3:17])[C@H:8]([C:19]2[CH:24]=[CH:23][C:22]([Cl:25])=[C:21]([CH2:26][C:27]3[CH:32]=[CH:31][C:30]([OH:33])=[C:29]([N+:34]([O-])=O)[CH:28]=3)[CH:20]=2)[O:7][C@@H:6]1[CH2:37][O:38][C:39](=[O:41])[CH3:40])(=[O:3])[CH3:2]. (6) Given the product [Br:5][CH2:6][CH2:7][O:8][C:9]1[CH:14]=[CH:13][C:12]([C:15]([C:17]2[CH:22]=[CH:21][C:20]([OH:23])=[CH:19][CH:18]=2)=[O:16])=[CH:11][C:10]=1[F:25], predict the reactants needed to synthesize it. The reactants are: B(Br)(Br)Br.[Br:5][CH2:6][CH2:7][O:8][C:9]1[CH:14]=[CH:13][C:12]([C:15]([C:17]2[CH:22]=[CH:21][C:20]([O:23]C)=[CH:19][CH:18]=2)=[O:16])=[CH:11][C:10]=1[F:25].